From a dataset of Full USPTO retrosynthesis dataset with 1.9M reactions from patents (1976-2016). Predict the reactants needed to synthesize the given product. (1) Given the product [NH2:23][C:24]1[CH:29]=[CH:28][C:27]([S:30][C:15]2[CH:16]=[CH:17][C:12]([C:11]([NH:10][C:8]3[S:9][C:5]([C:1]([CH3:4])([CH3:3])[CH3:2])=[CH:6][N:7]=3)=[O:22])=[CH:13][C:14]=2[N+:19]([O-:21])=[O:20])=[CH:26][CH:25]=1, predict the reactants needed to synthesize it. The reactants are: [C:1]([C:5]1[S:9][C:8]([NH:10][C:11](=[O:22])[C:12]2[CH:17]=[CH:16][C:15](Cl)=[C:14]([N+:19]([O-:21])=[O:20])[CH:13]=2)=[N:7][CH:6]=1)([CH3:4])([CH3:3])[CH3:2].[NH2:23][C:24]1[CH:29]=[CH:28][C:27]([SH:30])=[CH:26][CH:25]=1.C([O-])(=O)C.[Na+]. (2) Given the product [Cl:1][C:2]1[CH:10]=[C:6]([C:7]([NH:21][C@H:22]([C:24]2[CH:33]=[CH:32][C:27]([C:28]([O:30][CH3:31])=[O:29])=[CH:26][CH:25]=2)[CH3:23])=[O:9])[C:5]([CH2:11][O:12][C:13]2[CH:18]=[CH:17][CH:16]=[C:15]([F:19])[CH:14]=2)=[N:4][CH:3]=1, predict the reactants needed to synthesize it. The reactants are: [Cl:1][C:2]1[CH:3]=[N:4][C:5]([CH2:11][O:12][C:13]2[CH:18]=[CH:17][CH:16]=[C:15]([F:19])[CH:14]=2)=[C:6]([CH:10]=1)[C:7]([OH:9])=O.Cl.[NH2:21][C@H:22]([C:24]1[CH:33]=[CH:32][C:27]([C:28]([O:30][CH3:31])=[O:29])=[CH:26][CH:25]=1)[CH3:23]. (3) The reactants are: Cl.[Cl:2][C:3]1[N:4]=[C:5]([C:10]([NH:12][C@H:13]2[CH2:18][CH2:17][NH:16][CH2:15][C@H:14]2[O:19][CH2:20][CH3:21])=[O:11])[NH:6][C:7]=1[CH2:8][CH3:9].Cl[C:23]1[CH:28]=[CH:27][CH:26]=[CH:25][N:24]=1.C(=O)([O-])[O-].[Na+].[Na+]. Given the product [Cl:2][C:3]1[N:4]=[C:5]([C:10]([NH:12][C@H:13]2[CH2:18][CH2:17][N:16]([C:23]3[CH:28]=[CH:27][CH:26]=[CH:25][N:24]=3)[CH2:15][C@H:14]2[O:19][CH2:20][CH3:21])=[O:11])[NH:6][C:7]=1[CH2:8][CH3:9], predict the reactants needed to synthesize it.